Dataset: Experimentally validated miRNA-target interactions with 360,000+ pairs, plus equal number of negative samples. Task: Binary Classification. Given a miRNA mature sequence and a target amino acid sequence, predict their likelihood of interaction. (1) The miRNA is hsa-miR-6788-5p with sequence CUGGGAGAAGAGUGGUGAAGA. The protein sequence of the target gene is MAELQMLLEEEIPGGRRALFDSYTNLERVADYCENNYIQSADKQRALEETKAYTTQSLASVAYLINTLANNVLQMLDIQASQLRRMESSINHISQTVDIHKEKVARREIGILTTNKNTSRTHKIIAPANLERPVRYIRKPIDYTILDDIGHGVKWLLRFKVSTQNMKMGGLPRTTPPTQKPPSPPMSGKGTLGRHSPYRTLEPVRPPVVPNDYVPSPTRNMAPSQQSPVRTASVNQRNRTYSSSGSSGGSHPSSRSSSRENSGSGSVGVPIAVPTPSPPSVFPAPAGSAGTPPLPATSAS.... Result: 1 (interaction). (2) Result: 0 (no interaction). The protein sequence of the target gene is MGPPPGAGVSCRGGCGFSRLLAWCFLLALSPQAPGSRGAEAVWTAYLNVSWRVPHTGVNRTVWELSEEGVYGQDSPLEPVAGVLVPPDGPGALNACNPHTNFTVPTVWGSTVQVSWLALIQRGGGCTFADKIHLAYERGASGAVIFNFPGTRNEVIPMSHPGAVDIVAIMIGNLKGTKILQSIQRGIQVTMVIEVGKKHGPWVNHYSIFFVSVSFFIITAATVGYFIFYSARRLRNARAQSRKQRQLKADAKKAIGRLQLRTLKQGDKEIGPDGDSCAVCIELYKPNDLVRILTCNHIFH.... The miRNA is rno-miR-378a-3p with sequence ACUGGACUUGGAGUCAGAAGG. (3) The miRNA is dme-miR-318-3p with sequence UCACUGGGCUUUGUUUAUCUCA. The protein sequence of the target gene is MIATPLKHSRIYLPPEASSQRRNLPMDAIFFDSIPSGTLTPVKDLVKYQNSSLKLNDHKKNQFLKMTTFNNKNIFQSTMLTEATTSNSSLDISAIKPNKDGLKNKANYESPGKIFLRMKEKVLRDKQEQPSRNSSLLEPQKSGNNETFTPNRVEKKKLQHTYLCEEKENNKSFQSDDSSLRASVQGVPLESSNNDIFLPVKQKIQCQQEKKAPLHNLTYELPTLNQEQENFLAVEARNKTLTRAQLAKQIFHSKESIVATTKSKKDTFVLESVDSADEQFQNTNAETLSTNCIPIKNGSL.... Result: 0 (no interaction).